Dataset: Catalyst prediction with 721,799 reactions and 888 catalyst types from USPTO. Task: Predict which catalyst facilitates the given reaction. (1) Reactant: [CH2:1]([N:8]1[CH2:13][CH2:12][C:11]([NH:21][C:22]2[CH:27]=[CH:26][CH:25]=[CH:24][CH:23]=2)([C:14]2[CH:19]=[CH:18][CH:17]=[C:16](Br)[N:15]=2)[CH2:10][CH2:9]1)[C:2]1[CH:7]=[CH:6][CH:5]=[CH:4][CH:3]=1.[Li+].CCC[CH2-].[CH3:33][S:34]SC.O. Product: [CH2:1]([N:8]1[CH2:13][CH2:12][C:11]([NH:21][C:22]2[CH:27]=[CH:26][CH:25]=[CH:24][CH:23]=2)([C:14]2[CH:19]=[CH:18][CH:17]=[C:16]([S:34][CH3:33])[N:15]=2)[CH2:10][CH2:9]1)[C:2]1[CH:7]=[CH:6][CH:5]=[CH:4][CH:3]=1. The catalyst class is: 7. (2) Reactant: [NH2:1][C:2]1[C:3]2[C:13]([O:14][CH:15]3[CH2:18][CH2:17][CH2:16]3)=[CH:12][CH:11]=[C:10]([C:19]([NH2:21])=O)[C:4]=2[S:5][C:6]=1[C:7]([NH2:9])=[O:8].N1C(Cl)=NC(Cl)=NC=1Cl. Product: [NH2:1][C:2]1[C:3]2[C:13]([O:14][CH:15]3[CH2:18][CH2:17][CH2:16]3)=[CH:12][CH:11]=[C:10]([C:19]#[N:21])[C:4]=2[S:5][C:6]=1[C:7]([NH2:9])=[O:8]. The catalyst class is: 18. (3) Reactant: C([O:3][C:4]([C:6]1[CH:7]([C:26]([F:29])([F:28])[F:27])[O:8][C:9]2[C:14]([CH:15]=1)=[CH:13][C:12]([Cl:16])=[CH:11][C:10]=2[C:17]#[C:18][C:19]1[CH:24]=[CH:23][C:22]([CH3:25])=[CH:21][CH:20]=1)=[O:5])C.C1COCC1.CCO.O.O[Li].O.Cl. Product: [Cl:16][C:12]1[CH:13]=[C:14]2[C:9](=[C:10]([C:17]#[C:18][C:19]3[CH:20]=[CH:21][C:22]([CH3:25])=[CH:23][CH:24]=3)[CH:11]=1)[O:8][CH:7]([C:26]([F:29])([F:27])[F:28])[C:6]([C:4]([OH:5])=[O:3])=[CH:15]2. The catalyst class is: 6.